The task is: Predict the product of the given reaction.. This data is from Forward reaction prediction with 1.9M reactions from USPTO patents (1976-2016). (1) The product is: [CH3:1][O:2][C:3](=[O:15])[C:4]1[CH:13]=[CH:12][C:11]([OH:14])=[C:6]([C:7]([OH:9])=[O:8])[CH:5]=1. Given the reactants [CH3:1][O:2][C:3](=[O:15])[C:4]1[CH:13]=[CH:12][C:11]([OH:14])=[C:6]([C:7]([O:9]C)=[O:8])[CH:5]=1.N#N.CCCCCCC.CCOC(C)=O.CC(O)=O, predict the reaction product. (2) The product is: [CH2:1]([O:3][C:4]1[CH:5]=[C:6]([C:13](=[O:19])[CH2:14][CH2:15][C:16]([NH:36][C:28]2[CH:27]=[C:26]([C:23]3[CH:24]=[CH:25][N:20]=[CH:21][CH:22]=3)[C:35]3[C:30](=[CH:31][CH:32]=[CH:33][CH:34]=3)[N:29]=2)=[O:18])[CH:7]=[CH:8][C:9]=1[O:10][CH2:11][CH3:12])[CH3:2]. Given the reactants [CH2:1]([O:3][C:4]1[CH:5]=[C:6]([C:13](=[O:19])[CH2:14][CH2:15][C:16]([OH:18])=O)[CH:7]=[CH:8][C:9]=1[O:10][CH2:11][CH3:12])[CH3:2].[N:20]1[CH:25]=[CH:24][C:23]([C:26]2[C:35]3[C:30](=[CH:31][CH:32]=[CH:33][CH:34]=3)[N:29]=[C:28]([NH2:36])[CH:27]=2)=[CH:22][CH:21]=1.CCN=C=NCCCN(C)C.C1C=CC2N(O)N=NC=2C=1, predict the reaction product. (3) Given the reactants [C:1]([O:5][C:6]([N:8]1[CH2:13][CH2:12][N:11]([C:14]2[N:19]=[C:18](Cl)[CH:17]=[CH:16][N:15]=2)[CH2:10][CH2:9]1)=[O:7])([CH3:4])([CH3:3])[CH3:2].CC1(C)C(C)(C)OB([C:29]2[CH:38]=[CH:37][C:36]3[C:35]([CH3:40])([CH3:39])[CH2:34][CH2:33][C:32]([CH3:42])([CH3:41])[C:31]=3[CH:30]=2)O1, predict the reaction product. The product is: [C:1]([O:5][C:6]([N:8]1[CH2:13][CH2:12][N:11]([C:14]2[N:19]=[C:18]([C:38]3[CH:29]=[CH:30][C:31]4[C:32]([CH3:42])([CH3:41])[CH2:33][CH2:34][C:35]([CH3:40])([CH3:39])[C:36]=4[CH:37]=3)[CH:17]=[CH:16][N:15]=2)[CH2:10][CH2:9]1)=[O:7])([CH3:4])([CH3:3])[CH3:2]. (4) Given the reactants Cl[C:2]1[C:7]([Cl:8])=[CH:6][C:5]([C:9]([F:12])([F:11])[F:10])=[CH:4][N:3]=1.O.[NH2:14][NH2:15].O, predict the reaction product. The product is: [Cl:8][C:7]1[C:2]([NH:14][NH2:15])=[N:3][CH:4]=[C:5]([C:9]([F:12])([F:11])[F:10])[CH:6]=1. (5) Given the reactants [CH3:1][N:2]1[CH2:7][CH2:6][N:5]([C:8]([O:10][C@@H:11]2[N:20]([C:21]3[CH:22]=[CH:23][C:24]([Cl:27])=[CH:25][N:26]=3)[C:18](=[O:19])[C:13]3[N:14]=[CH:15][CH:16]=[N:17][C:12]2=3)=[O:9])[CH2:4][CH2:3]1.O1CCCC1.[C:33]([OH:40])(=[O:39])/[CH:34]=[CH:35]/[C:36]([OH:38])=[O:37].CN1CCN(C(OC2N(C3C=CC(Cl)=CN=3)C(=O)C3N=CC=NC2=3)=O)CC1, predict the reaction product. The product is: [CH3:1][N:2]1[CH2:7][CH2:6][N:5]([C:8]([O:10][C@@H:11]2[N:20]([C:21]3[CH:22]=[CH:23][C:24]([Cl:27])=[CH:25][N:26]=3)[C:18](=[O:19])[C:13]3[N:14]=[CH:15][CH:16]=[N:17][C:12]2=3)=[O:9])[CH2:4][CH2:3]1.[C:33]([O-:40])(=[O:39])/[CH:34]=[CH:35]/[C:36]([O-:38])=[O:37]. (6) Given the reactants Br[CH:2]([CH2:7][CH2:8]Br)[C:3]([O:5][CH3:6])=[O:4].[NH2:10][CH:11]1[CH2:16][CH2:15][O:14][CH2:13][CH2:12]1, predict the reaction product. The product is: [CH3:6][O:5][C:3]([CH:2]1[CH2:7][CH2:8][N:10]1[CH:11]1[CH2:16][CH2:15][O:14][CH2:13][CH2:12]1)=[O:4]. (7) Given the reactants [CH:1]([C:4]1[N:8]=[C:7]([CH2:9][N:10]2[CH2:14][CH2:13][CH:12]([NH2:15])[CH2:11]2)[O:6][N:5]=1)([CH3:3])[CH3:2].Cl[C:17]1[N:22]=[CH:21][N:20]=[C:19]2[N:23]([C:26]3[CH:31]=[CH:30][C:29]([S:32]([CH3:35])(=[O:34])=[O:33])=[CH:28][C:27]=3[F:36])[N:24]=[CH:25][C:18]=12.C(=O)([O-])[O-].[K+].[K+].O, predict the reaction product. The product is: [F:36][C:27]1[CH:28]=[C:29]([S:32]([CH3:35])(=[O:33])=[O:34])[CH:30]=[CH:31][C:26]=1[N:23]1[C:19]2=[N:20][CH:21]=[N:22][C:17]([NH:15][CH:12]3[CH2:13][CH2:14][N:10]([CH2:9][C:7]4[O:6][N:5]=[C:4]([CH:1]([CH3:3])[CH3:2])[N:8]=4)[CH2:11]3)=[C:18]2[CH:25]=[N:24]1. (8) The product is: [CH3:21][C:16]([S:18][S:19][CH3:20])([CH3:17])[CH2:15][S:14][CH2:13][C:11]1[CH:10]=[C:9]([CH2:22][OH:23])[CH:8]=[C:7]([CH2:6][OH:5])[CH:12]=1. Given the reactants CS([O:5][CH2:6][C:7]1[CH:12]=[C:11]([CH2:13][S:14][CH2:15][C:16]([CH3:21])([S:18][S:19][CH3:20])[CH3:17])[CH:10]=[C:9]([CH2:22][O:23]S(C)(=O)=O)[CH:8]=1)(=O)=O.C(=O)([O-])[O-].[K+].[K+], predict the reaction product. (9) Given the reactants [CH3:1][C:2]1[N:7]=[C:6]2[S:8][C:9]3[CH:14]=[CH:13][CH:12]=[CH:11][C:10]=3[C:5]2=[C:4]([C:15]2[CH:20]=[CH:19][C:18]([CH3:21])=[CH:17][CH:16]=2)[C:3]=1[CH2:22][C:23]([O:25][CH3:26])=[O:24].[Li+].C[Si]([N-][Si](C)(C)C)(C)C.[CH2:37]1[CH2:41]OC[CH2:38]1.ICCC, predict the reaction product. The product is: [CH3:1][C:2]1[N:7]=[C:6]2[S:8][C:9]3[CH:14]=[CH:13][CH:12]=[CH:11][C:10]=3[C:5]2=[C:4]([C:15]2[CH:20]=[CH:19][C:18]([CH3:21])=[CH:17][CH:16]=2)[C:3]=1[CH:22]([CH2:38][CH2:37][CH3:41])[C:23]([O:25][CH3:26])=[O:24].